Dataset: Peptide-MHC class I binding affinity with 185,985 pairs from IEDB/IMGT. Task: Regression. Given a peptide amino acid sequence and an MHC pseudo amino acid sequence, predict their binding affinity value. This is MHC class I binding data. (1) The peptide sequence is HMIVSRQEK. The MHC is HLA-A03:01 with pseudo-sequence HLA-A03:01. The binding affinity (normalized) is 0.718. (2) The peptide sequence is RISSSLDQT. The binding affinity (normalized) is 0.185. The MHC is HLA-A02:02 with pseudo-sequence HLA-A02:02. (3) The peptide sequence is FLLDYEGTL. The MHC is HLA-C03:03 with pseudo-sequence HLA-C03:03. The binding affinity (normalized) is 1.00. (4) The peptide sequence is RYFSVTRPL. The MHC is HLA-A01:01 with pseudo-sequence HLA-A01:01. The binding affinity (normalized) is 0.0847. (5) The peptide sequence is EPSGNNYHIL. The MHC is HLA-B35:01 with pseudo-sequence HLA-B35:01. The binding affinity (normalized) is 0.168.